This data is from Reaction yield outcomes from USPTO patents with 853,638 reactions. The task is: Predict the reaction yield, written as a fraction of the theoretical maximum amount of product (1.0 means a 100% yield; for example, 0.34 means a 34% yield). The reactants are [C:1]([NH:5][S:6]([C:9]1[S:10][CH:11]=[CH:12][N:13]=1)(=[O:8])=[O:7])([CH3:4])([CH3:3])[CH3:2].C([Li])CCC.C1(S([Cl:28])(=O)=O)C=CC=CC=1. The catalyst is C(OCC)C.CCOC(C)=O. The product is [C:1]([NH:5][S:6]([C:9]1[S:10][C:11]([Cl:28])=[CH:12][N:13]=1)(=[O:7])=[O:8])([CH3:4])([CH3:2])[CH3:3]. The yield is 0.330.